From a dataset of Reaction yield outcomes from USPTO patents with 853,638 reactions. Predict the reaction yield, written as a fraction of the theoretical maximum amount of product (1.0 means a 100% yield; for example, 0.34 means a 34% yield). (1) The reactants are [C:1]([C:3]1[C:4]([CH3:15])=[N:5][S:6][C:7]=1[NH:8][C:9](=[O:14])[CH2:10][CH:11]([CH3:13])[CH3:12])#[N:2].[OH:16]O.Cl. The catalyst is [NH4+].[OH-]. The product is [CH3:15][C:4]1[C:3]([C:1]([NH2:2])=[O:16])=[C:7]([NH:8][C:9](=[O:14])[CH2:10][CH:11]([CH3:13])[CH3:12])[S:6][N:5]=1. The yield is 0.460. (2) The reactants are [CH3:1][C:2]1[N:7]=[C:6]([S:8][CH3:9])[NH:5][C:4](=O)[C:3]=1[CH:11]([CH3:13])[CH3:12].P(Cl)(Cl)([Cl:16])=O. No catalyst specified. The product is [Cl:16][C:4]1[C:3]([CH:11]([CH3:13])[CH3:12])=[C:2]([CH3:1])[N:7]=[C:6]([S:8][CH3:9])[N:5]=1. The yield is 0.990. (3) The product is [F:16][C:2]([F:1])([F:15])[CH:3]([NH:14][S:23]([C:17]1[CH:22]=[CH:21][CH:20]=[CH:19][CH:18]=1)(=[O:25])=[O:24])[CH2:4][C:5]1[C:13]2[C:8](=[CH:9][CH:10]=[CH:11][CH:12]=2)[NH:7][CH:6]=1. The yield is 0.680. The catalyst is N1C=CC=CC=1.Cl. The reactants are [F:1][C:2]([F:16])([F:15])[CH:3]([NH2:14])[CH2:4][C:5]1[C:13]2[C:8](=[CH:9][CH:10]=[CH:11][CH:12]=2)[NH:7][CH:6]=1.[C:17]1([S:23](Cl)(=[O:25])=[O:24])[CH:22]=[CH:21][CH:20]=[CH:19][CH:18]=1.